This data is from NCI-60 drug combinations with 297,098 pairs across 59 cell lines. The task is: Regression. Given two drug SMILES strings and cell line genomic features, predict the synergy score measuring deviation from expected non-interaction effect. (1) Drug 1: CC1=CC2C(CCC3(C2CCC3(C(=O)C)OC(=O)C)C)C4(C1=CC(=O)CC4)C. Drug 2: CC1CCC2CC(C(=CC=CC=CC(CC(C(=O)C(C(C(=CC(C(=O)CC(OC(=O)C3CCCCN3C(=O)C(=O)C1(O2)O)C(C)CC4CCC(C(C4)OC)OCCO)C)C)O)OC)C)C)C)OC. Cell line: LOX IMVI. Synergy scores: CSS=14.5, Synergy_ZIP=-2.50, Synergy_Bliss=-2.52, Synergy_Loewe=-15.4, Synergy_HSA=-1.46. (2) Drug 1: C1=CC(=CC=C1CCCC(=O)O)N(CCCl)CCCl. Drug 2: CC(C)NC(=O)C1=CC=C(C=C1)CNNC.Cl. Cell line: SK-MEL-2. Synergy scores: CSS=8.97, Synergy_ZIP=-2.11, Synergy_Bliss=3.04, Synergy_Loewe=-3.91, Synergy_HSA=-0.855.